From a dataset of Forward reaction prediction with 1.9M reactions from USPTO patents (1976-2016). Predict the product of the given reaction. (1) Given the reactants [OH-].[Na+].[N+:3]([C:6]1[CH:7]=[C:8]2[C:12](=[CH:13][CH:14]=1)[NH:11][N:10]=[CH:9]2)([O-:5])=[O:4].[Br-:15].[Br-].[Br-].[NH+]1C=CC=CC=1.[NH+]1C=CC=CC=1.[NH+]1C=CC=CC=1.Cl, predict the reaction product. The product is: [Br:15][C:9]1[C:8]2[C:12](=[CH:13][CH:14]=[C:6]([N+:3]([O-:5])=[O:4])[CH:7]=2)[NH:11][N:10]=1. (2) The product is: [CH:41]1([C:44]2[C:45]([O:54][CH2:55][C:56]34[C:62]([F:64])([F:63])[CH:61]3[CH2:60][CH2:59][CH2:58][CH2:57]4)=[CH:46][C:47]([F:53])=[C:48]([CH:52]=2)[C:49]([NH:13][S:10]([CH2:9][CH2:8][O:7][CH3:6])(=[O:12])=[O:11])=[O:50])[CH2:43][CH2:42]1. Given the reactants CS(N)(=O)=O.[CH3:6][O:7][CH2:8][CH2:9][S:10]([NH2:13])(=[O:12])=[O:11].C(C1(COC2C(C3CC3)=CC(C(O)=O)=C(F)C=2)C2CC3CC(CC1C3)C2)#N.[CH:41]1([C:44]2[C:45]([O:54][CH2:55][C:56]34[C:62]([F:64])([F:63])[CH:61]3[CH2:60][CH2:59][CH2:58][CH2:57]4)=[CH:46][C:47]([F:53])=[C:48]([CH:52]=2)[C:49](O)=[O:50])[CH2:43][CH2:42]1, predict the reaction product. (3) Given the reactants [CH3:1][C:2]1[CH:3]=[C:4]([CH:22]=[CH:23][C:24]=1[CH3:25])[C:5]([C:7]1[C:16](=[O:17])[C:15]2[C:10](=[CH:11][CH:12]=[C:13]([C:18]([F:21])([F:20])[F:19])[CH:14]=2)[NH:9][CH:8]=1)=[O:6].[H-].[Na+].Br.Br[CH2:30][C:31]1[CH:36]=[CH:35][CH:34]=[CH:33][N:32]=1, predict the reaction product. The product is: [CH3:1][C:2]1[CH:3]=[C:4]([CH:22]=[CH:23][C:24]=1[CH3:25])[C:5]([C:7]1[C:16](=[O:17])[C:15]2[C:10](=[CH:11][CH:12]=[C:13]([C:18]([F:21])([F:19])[F:20])[CH:14]=2)[N:9]([CH2:30][C:31]2[CH:36]=[CH:35][CH:34]=[CH:33][N:32]=2)[CH:8]=1)=[O:6]. (4) Given the reactants [N:1]([CH2:4][CH2:5][CH2:6][CH2:7][N:8]=[C:9]=[O:10])=[C:2]=[O:3].[NH2:11][CH2:12][CH2:13][O:14][CH2:15][CH2:16][O:17][CH2:18][CH2:19][NH:20][S:21]([C:24]1[CH:29]=[CH:28][C:27]([CH:30]2[C:39]3[C:34](=[C:35]([Cl:41])[CH:36]=[C:37]([Cl:40])[CH:38]=3)[CH2:33][N:32]([CH3:42])[CH2:31]2)=[CH:26][CH:25]=1)(=[O:23])=[O:22], predict the reaction product. The product is: [O:3]=[C:2]([NH:1][CH2:4][CH2:5][CH2:6][CH2:7][NH:8][C:9](=[O:10])[NH:11][CH2:12][CH2:13][O:14][CH2:15][CH2:16][O:17][CH2:18][CH2:19][NH:20][S:21]([C:24]1[CH:25]=[CH:26][C:27]([CH:30]2[C:39]3[C:34](=[C:35]([Cl:41])[CH:36]=[C:37]([Cl:40])[CH:38]=3)[CH2:33][N:32]([CH3:42])[CH2:31]2)=[CH:28][CH:29]=1)(=[O:23])=[O:22])[NH:11][CH2:12][CH2:13][O:14][CH2:15][CH2:16][O:17][CH2:18][CH2:19][NH:20][S:21]([C:24]1[CH:25]=[CH:26][C:27]([CH:30]2[C:39]3[C:34](=[C:35]([Cl:41])[CH:36]=[C:37]([Cl:40])[CH:38]=3)[CH2:33][N:32]([CH3:42])[CH2:31]2)=[CH:28][CH:29]=1)(=[O:23])=[O:22]. (5) Given the reactants [CH2:1]([C:5]1[CH:13]=[CH:12][C:8]([C:9]([NH2:11])=[O:10])=[CH:7][C:6]=1[N+:14]([O-])=O)[CH:2]([CH3:4])[CH3:3].N(C1C=C(C=CC=1OC(F)(F)F)C(N)=O)=C=S, predict the reaction product. The product is: [NH2:14][C:6]1[CH:7]=[C:8]([CH:12]=[CH:13][C:5]=1[CH2:1][CH:2]([CH3:4])[CH3:3])[C:9]([NH2:11])=[O:10]. (6) Given the reactants [CH3:1][O:2][C:3]1[CH:20]=[CH:19][C:18]([O:21][CH3:22])=[CH:17][C:4]=1[CH2:5][C:6]1[NH:7][C:8]2[C:13]([N:14]=1)=[C:12]([NH2:15])[N:11]=[C:10]([NH2:16])[N:9]=2.N1C=C2C(N=CN2)=NC=1.Cl[CH2:33][CH2:34][CH2:35][C:36]#[CH:37].C([O-])([O-])=O.[Cs+].[Cs+], predict the reaction product. The product is: [CH3:1][O:2][C:3]1[CH:20]=[CH:19][C:18]([O:21][CH3:22])=[CH:17][C:4]=1[CH2:5][C:6]1[N:7]([CH2:37][CH2:36][CH2:35][C:34]#[CH:33])[C:8]2[C:13]([N:14]=1)=[C:12]([NH2:15])[N:11]=[C:10]([NH2:16])[N:9]=2. (7) Given the reactants [Cl:1][C:2]1[CH:3]=[CH:4][C:5]([N:32]2[CH:36]=[N:35][N:34]=[N:33]2)=[C:6]([C:8]2[CH:16]=[C:15]3[N:11]([C@H:12]([C:17]4[NH:18][C:19]([C:22]5[CH:27]=[CH:26][C:25]([S@:28]([CH3:30])=[O:29])=[CH:24][CH:23]=5)=[CH:20][N:21]=4)[CH2:13][CH2:14]3)[C:10](=[O:31])[CH:9]=2)[CH:7]=1.[O-2].[Mg+2].FC(F)(F)C([NH2:43])=O.C(OI(C1C=CC=CC=1)OC(=O)C)(=O)C, predict the reaction product. The product is: [Cl:1][C:2]1[CH:3]=[CH:4][C:5]([N:32]2[CH:36]=[N:35][N:34]=[N:33]2)=[C:6]([C:8]2[CH:16]=[C:15]3[N:11]([C@H:12]([C:17]4[NH:18][C:19]([C:22]5[CH:23]=[CH:24][C:25]([S:28]([CH3:30])(=[NH:43])=[O:29])=[CH:26][CH:27]=5)=[CH:20][N:21]=4)[CH2:13][CH2:14]3)[C:10](=[O:31])[CH:9]=2)[CH:7]=1. (8) The product is: [CH3:17][O:16][N:7]([CH2:8][C:9]1[CH:10]=[CH:11][C:12]([CH3:15])=[CH:13][CH:14]=1)[C:6]([C:5]1[CH2:29][N:30]([CH3:31])[C:3](=[O:20])[C:4]=1[OH:19])=[O:18]. Given the reactants CO[C:3](=[O:20])[C:4]([OH:19])=[CH:5][C:6](=[O:18])[N:7]([O:16][CH3:17])[CH2:8][C:9]1[CH:14]=[CH:13][C:12]([CH3:15])=[CH:11][CH:10]=1.C=O.CN.ClC1C=C(C=CC=1Cl)[CH2:29][N:30](C)[C:31](C1CN(C)C(=O)C=1O)=O, predict the reaction product. (9) Given the reactants [CH:1]1([N:6]2[CH2:12][C:11]([F:14])([F:13])[C:10](=[O:15])[N:9]([CH3:16])[C:8]3[CH:17]=[N:18][C:19]([NH:21][C:22]4[C:30]([O:31][CH3:32])=[CH:29][C:25]([C:26](O)=[O:27])=[CH:24][C:23]=4[F:33])=[N:20][C:7]2=3)[CH2:5][CH2:4][CH2:3][CH2:2]1.[CH3:34][N:35]1[CH2:40][CH2:39][CH:38]([NH2:41])[CH2:37][CH2:36]1, predict the reaction product. The product is: [CH:1]1([N:6]2[CH2:12][C:11]([F:14])([F:13])[C:10](=[O:15])[N:9]([CH3:16])[C:8]3[CH:17]=[N:18][C:19]([NH:21][C:22]4[C:30]([O:31][CH3:32])=[CH:29][C:25]([C:26]([NH:41][CH:38]5[CH2:39][CH2:40][N:35]([CH3:34])[CH2:36][CH2:37]5)=[O:27])=[CH:24][C:23]=4[F:33])=[N:20][C:7]2=3)[CH2:2][CH2:3][CH2:4][CH2:5]1.